From a dataset of Forward reaction prediction with 1.9M reactions from USPTO patents (1976-2016). Predict the product of the given reaction. (1) Given the reactants Cl[C:2]1[N:6]=[C:5]([N:7]2[CH2:12][CH2:11][CH:10]([N:13]([CH:27]3[CH2:29][CH2:28]3)[C:14](=[O:26])[C:15]3[CH:20]=[CH:19][C:18]([C:21]4[O:25][CH:24]=[N:23][CH:22]=4)=[CH:17][CH:16]=3)[CH2:9][CH2:8]2)[S:4][N:3]=1.[CH:30]([NH2:33])([CH3:32])[CH3:31], predict the reaction product. The product is: [CH:27]1([N:13]([CH:10]2[CH2:11][CH2:12][N:7]([C:5]3[S:4][N:3]=[C:2]([NH:33][CH:30]([CH3:32])[CH3:31])[N:6]=3)[CH2:8][CH2:9]2)[C:14](=[O:26])[C:15]2[CH:20]=[CH:19][C:18]([C:21]3[O:25][CH:24]=[N:23][CH:22]=3)=[CH:17][CH:16]=2)[CH2:29][CH2:28]1. (2) The product is: [CH3:18][C:8]1[N:7]=[C:6]([NH:4][N:5]=[C:19]([C:22]2[CH:27]=[CH:26][C:25]([NH:28][C:29](=[O:31])[CH3:30])=[CH:24][CH:23]=2)[CH3:20])[CH:11]=[C:10]([C:12]2[CH:17]=[CH:16][CH:15]=[CH:14][CH:13]=2)[N:9]=1. Given the reactants Cl.Cl.Cl.[NH:4]([C:6]1[CH:11]=[C:10]([C:12]2[CH:17]=[CH:16][CH:15]=[CH:14][CH:13]=2)[N:9]=[C:8]([CH3:18])[N:7]=1)[NH2:5].[C:19]([C:22]1[CH:27]=[CH:26][C:25]([NH:28][C:29](=[O:31])[CH3:30])=[CH:24][CH:23]=1)(=O)[CH3:20], predict the reaction product. (3) Given the reactants [CH2:1]([O:3][C:4]([C:6]1([C:9]2[CH:14]=[CH:13][C:12]([C:15]3[CH:20]=[CH:19][C:18]([C:21]4[O:25][N:24]=[C:23]([CH3:26])[C:22]=4[NH2:27])=[CH:17][CH:16]=3)=[CH:11][CH:10]=2)[CH2:8][CH2:7]1)=[O:5])[CH3:2].Br[C:29]1[CH:34]=[CH:33][CH:32]=[C:31]([C:35]#[N:36])[N:30]=1, predict the reaction product. The product is: [CH2:1]([O:3][C:4]([C:6]1([C:9]2[CH:10]=[CH:11][C:12]([C:15]3[CH:20]=[CH:19][C:18]([C:21]4[O:25][N:24]=[C:23]([CH3:26])[C:22]=4[NH:27][C:29]4[CH:34]=[CH:33][CH:32]=[C:31]([C:35]#[N:36])[N:30]=4)=[CH:17][CH:16]=3)=[CH:13][CH:14]=2)[CH2:8][CH2:7]1)=[O:5])[CH3:2]. (4) Given the reactants Br[CH2:2][CH2:3][CH2:4][CH2:5][CH2:6][CH2:7][CH2:8][CH2:9][CH2:10][OH:11].[CH3:12][CH:13]([CH3:17])[CH2:14][CH2:15]Br, predict the reaction product. The product is: [CH3:12][CH:13]([CH3:17])[CH2:14][CH2:15][CH2:2][CH2:3][CH2:4][CH2:5][CH2:6][CH2:7][CH2:8][CH2:9][CH2:10][OH:11]. (5) Given the reactants C([SiH2]OC([C@H:10]1[CH2:14][O:13][C:12](=[O:15])[N:11]1[C:16]1[CH:21]=[CH:20][C:19]([C:22]2[CH:23]=[N:24][C:25]([O:28][C@@H:29]3[CH2:34][O:33][C:32]4=[N:35][C:36]([N+:38]([O-:40])=[O:39])=[CH:37][N:31]4[CH2:30]3)=[N:26][CH:27]=2)=[C:18]([F:41])[CH:17]=1)(C)C)(C)(C)C.C([SiH2][O:47][C:48](C)(C)[C@@H]1OC(=O)N(C2C=CC(B3OC(C)(C)C(C)(C)O3)=C(F)C=2)C1)(C)(C)C, predict the reaction product. The product is: [F:41][C:18]1[CH:17]=[C:16]([N:11]2[CH2:10][C@@H:14]([CH2:48][OH:47])[O:13][C:12]2=[O:15])[CH:21]=[CH:20][C:19]=1[C:22]1[CH:23]=[N:24][C:25]([O:28][C@H:29]2[CH2:34][O:33][C:32]3=[N:35][C:36]([N+:38]([O-:40])=[O:39])=[CH:37][N:31]3[CH2:30]2)=[N:26][CH:27]=1.